The task is: Predict which catalyst facilitates the given reaction.. This data is from Catalyst prediction with 721,799 reactions and 888 catalyst types from USPTO. (1) Reactant: C(Cl)CCl.[Cl:5][C:6]1[CH:7]=[CH:8][C:9]([CH2:21][N:22]2[CH2:25][CH:24]([OH:26])[CH2:23]2)=[C:10]([CH:20]=1)[CH2:11][NH:12][C:13](=[O:19])[C@@H:14]1[CH2:18][CH2:17][CH2:16][NH:15]1.[OH:27][C:28]1([C:41](O)=[O:42])[C:40]2[CH:39]=[CH:38][CH:37]=[CH:36][C:35]=2[C:34]2[C:29]1=[CH:30][CH:31]=[CH:32][CH:33]=2.C1C=NC2N(O)N=NC=2C=1. Product: [OH:27][C:28]1([C:41]([N:15]2[CH2:16][CH2:17][CH2:18][C@H:14]2[C:13]([NH:12][CH2:11][C:10]2[CH:20]=[C:6]([Cl:5])[CH:7]=[CH:8][C:9]=2[CH2:21][N:22]2[CH2:25][CH:24]([OH:26])[CH2:23]2)=[O:19])=[O:42])[C:29]2[CH:30]=[CH:31][CH:32]=[CH:33][C:34]=2[C:35]2[C:40]1=[CH:39][CH:38]=[CH:37][CH:36]=2. The catalyst class is: 3. (2) Reactant: [C:1]([O:5][C:6]([NH:8][C@H:9]([C:23]([O:25][CH3:26])=[O:24])[CH2:10][C:11]1[CH:12]=[N:13][C:14]([CH2:17][CH2:18][CH2:19][C:20](=O)[CH3:21])=[CH:15][CH:16]=1)=[O:7])([CH3:4])([CH3:3])[CH3:2].[NH2:27][C:28]1[N:35]=[CH:34][CH:33]=[CH:32][C:29]=1[CH:30]=O. Product: [C:1]([O:5][C:6]([NH:8][C@H:9]([C:23]([O:25][CH3:26])=[O:24])[CH2:10][C:11]1[CH:12]=[N:13][C:14]([CH2:17][CH2:18][CH2:19][C:20]2[CH:21]=[CH:30][C:29]3[C:28](=[N:35][CH:34]=[CH:33][CH:32]=3)[N:27]=2)=[CH:15][CH:16]=1)=[O:7])([CH3:4])([CH3:3])[CH3:2]. The catalyst class is: 8. (3) Reactant: [OH:1][C@H:2]([CH3:10])[C@H:3]([CH3:9])[C@@H:4]([C:6]([OH:8])=[O:7])[NH2:5]. Product: [OH:1][CH:2]([CH3:10])[C@H:3]([CH3:9])[C@@H:4]([C:6]([OH:8])=[O:7])[NH2:5]. The catalyst class is: 5. (4) Reactant: [F:1][C:2]1[CH:7]=[CH:6][C:5]([C:8]2[C:12]([C:13]([O:15]CC)=[O:14])=[CH:11][NH:10][N:9]=2)=[CH:4][CH:3]=1.[OH-].[Na+]. Product: [F:1][C:2]1[CH:3]=[CH:4][C:5]([C:8]2[C:12]([C:13]([OH:15])=[O:14])=[CH:11][NH:10][N:9]=2)=[CH:6][CH:7]=1. The catalyst class is: 8. (5) Reactant: [C:1]([Mg]Br)([CH3:4])([CH3:3])[CH3:2].[Cu](C#N)C#N.[CH2:12]([O:14][C:15]([C:17]1[CH:18]=[N:19][N:20]([C:23]2[CH:28]=[CH:27][C:26](Br)=[CH:25][N:24]=2)[C:21]=1[CH3:22])=[O:16])[CH3:13].[OH-].[NH4+]. Product: [CH2:12]([O:14][C:15]([C:17]1[CH:18]=[N:19][N:20]([C:23]2[CH:28]=[CH:27][C:26]([C:1]([CH3:4])([CH3:3])[CH3:2])=[CH:25][N:24]=2)[C:21]=1[CH3:22])=[O:16])[CH3:13]. The catalyst class is: 7. (6) The catalyst class is: 58. Product: [Br:1][C:2]1[CH:3]=[C:4]([C:9]2[N:31]=[CH:30][NH:35][C:10]=2[C:11]2[CH:16]=[CH:15][CH:14]=[C:13]([CH3:17])[N:12]=2)[CH:5]=[CH:6][C:7]=1[F:8]. Reactant: [Br:1][C:2]1[CH:3]=[C:4]([C:9](=O)[CH2:10][C:11]2[CH:16]=[CH:15][CH:14]=[C:13]([CH3:17])[N:12]=2)[CH:5]=[CH:6][C:7]=1[F:8].Br.C(=O)(O)[O-].[Na+].C([O-])(=O)C.[NH4+].[CH2:30]1[N:35]2CN3CN(C2)C[N:31]1C3. (7) Reactant: [N+:1]([C:4]1[CH:9]=[C:8]([N+:10]([O-:12])=[O:11])[CH:7]=[CH:6][C:5]=1[NH:13][CH:14]1[CH2:19][CH2:18][N:17]([CH3:20])[CH2:16][CH2:15]1)([O-])=O.O.Cl. Product: [CH3:20][N:17]1[CH2:18][CH2:19][CH:14]([NH:13][C:5]2[C:4]([NH2:1])=[CH:9][C:8]([N+:10]([O-:12])=[O:11])=[CH:7][CH:6]=2)[CH2:15][CH2:16]1. The catalyst class is: 14.